This data is from Full USPTO retrosynthesis dataset with 1.9M reactions from patents (1976-2016). The task is: Predict the reactants needed to synthesize the given product. (1) Given the product [OH:6][CH2:7][C:8]([O:10][CH2:11][C@H:12]1[O:40][C@@H:16]([O:17][C:18]2[CH:23]=[C:22]([CH2:24][OH:25])[CH:21]=[CH:20][C:19]=2[CH2:31][C:32]2[CH:33]=[CH:34][C:35]([CH2:38][CH3:39])=[CH:36][CH:37]=2)[C@H:15]([OH:41])[C@@H:14]([OH:42])[CH2:13]1)=[O:9], predict the reactants needed to synthesize it. The reactants are: O1CCCC1[O:6][CH2:7][C:8]([O:10][CH2:11][C@H:12]1[O:40][C@@H:16]([O:17][C:18]2[CH:23]=[C:22]([CH2:24][O:25]C3CCCO3)[CH:21]=[CH:20][C:19]=2[CH2:31][C:32]2[CH:37]=[CH:36][C:35]([CH2:38][CH3:39])=[CH:34][CH:33]=2)[C@H:15]([OH:41])[C@@H:14]([OH:42])[CH2:13]1)=[O:9].CC1C=CC(S(O)(=O)=O)=CC=1. (2) Given the product [Cl:1][C:2]1[CH:7]=[CH:6][CH:5]=[CH:4][C:3]=1[N:8]1[C:12]([C:13]2[S:14][C:15]([C:18]3[CH:23]=[CH:22][CH:21]=[C:20]([S:24]([CH3:27])(=[O:26])=[O:25])[CH:19]=3)=[N:16][N:17]=2)=[CH:11][C:10]([C:28]([OH:30])=[O:29])=[N:9]1, predict the reactants needed to synthesize it. The reactants are: [Cl:1][C:2]1[CH:7]=[CH:6][CH:5]=[CH:4][C:3]=1[N:8]1[C:12]([C:13]2[S:14][C:15]([C:18]3[CH:23]=[CH:22][CH:21]=[C:20]([S:24]([CH3:27])(=[O:26])=[O:25])[CH:19]=3)=[N:16][N:17]=2)=[CH:11][C:10]([C:28]([O:30]C)=[O:29])=[N:9]1.[OH-].[Li+]. (3) Given the product [Si:34]([O:41][CH2:42][CH2:43][NH:44][C:45]1[CH:46]=[CH:47][C:48]([NH:51][C:15]([C:10]2[C:9]([NH:8][C:6](=[O:7])[C:5]3[CH:4]=[CH:3][C:2]([Cl:1])=[CH:19][CH:18]=3)=[N:14][CH:13]=[CH:12][N:11]=2)=[O:17])=[CH:49][CH:50]=1)([C:37]([CH3:40])([CH3:39])[CH3:38])([CH3:36])[CH3:35], predict the reactants needed to synthesize it. The reactants are: [Cl:1][C:2]1[CH:19]=[CH:18][C:5]([C:6]([NH:8][C:9]2[C:10]([C:15]([OH:17])=O)=[N:11][CH:12]=[CH:13][N:14]=2)=[O:7])=[CH:4][CH:3]=1.C(N(CC)CC)C.C(Cl)(=O)C(C)(C)C.[Si:34]([O:41][CH2:42][CH2:43][NH:44][C:45]1[CH:50]=[CH:49][C:48]([NH2:51])=[CH:47][CH:46]=1)([C:37]([CH3:40])([CH3:39])[CH3:38])([CH3:36])[CH3:35]. (4) Given the product [CH3:1][N:2]1[C:7](=[O:8])[CH2:6][O:5][C:4]2[CH:9]=[CH:10][C:11]([C:13]([OH:15])=[O:14])=[CH:12][C:3]1=2, predict the reactants needed to synthesize it. The reactants are: [CH3:1][N:2]1[C:7](=[O:8])[CH2:6][O:5][C:4]2[CH:9]=[CH:10][C:11]([C:13]([O:15]C)=[O:14])=[CH:12][C:3]1=2.O.[OH-].[Li+].C1COCC1.Cl. (5) Given the product [NH2:24][C:21]1[CH:22]=[CH:23][C:18]([O:17][C:16]2[CH:15]=[CH:14][N:13]=[C:12]3[N:8]([CH2:7][C:6]4[CH:27]=[CH:28][C:3]([O:2][CH3:1])=[CH:4][CH:5]=4)[N:9]=[C:10]([N:35]4[CH2:34][CH:33]5[CH2:29][N:30]([C:37]([O:39][C:40]([CH3:43])([CH3:42])[CH3:41])=[O:38])[CH2:31][CH:32]5[CH2:36]4)[C:11]=23)=[C:19]([F:25])[CH:20]=1, predict the reactants needed to synthesize it. The reactants are: [CH3:1][O:2][C:3]1[CH:28]=[CH:27][C:6]([CH2:7][N:8]2[C:12]3=[N:13][CH:14]=[CH:15][C:16]([O:17][C:18]4[CH:23]=[CH:22][C:21]([NH2:24])=[CH:20][C:19]=4[F:25])=[C:11]3[C:10](I)=[N:9]2)=[CH:5][CH:4]=1.[CH2:29]1[CH:33]2[CH2:34][NH:35][CH2:36][CH:32]2[CH2:31][N:30]1[C:37]([O:39][C:40]([CH3:43])([CH3:42])[CH3:41])=[O:38].N1CCC[C@H]1C(O)=O.C([O-])([O-])=O.[K+].[K+]. (6) Given the product [CH3:20][C@H:21]1[CH2:25][CH2:24][CH2:23][N:22]1[C:2]1[N:7]=[CH:6][N:5]=[C:4]([NH:8][C:9]2[CH:10]=[C:11]([CH2:15][S:16]([NH2:19])(=[O:18])=[O:17])[CH:12]=[CH:13][CH:14]=2)[N:3]=1, predict the reactants needed to synthesize it. The reactants are: Cl[C:2]1[N:7]=[CH:6][N:5]=[C:4]([NH:8][C:9]2[CH:10]=[C:11]([CH2:15][S:16]([NH2:19])(=[O:18])=[O:17])[CH:12]=[CH:13][CH:14]=2)[N:3]=1.[CH3:20][C@H:21]1[CH2:25][CH2:24][CH2:23][NH:22]1.